From a dataset of NCI-60 drug combinations with 297,098 pairs across 59 cell lines. Regression. Given two drug SMILES strings and cell line genomic features, predict the synergy score measuring deviation from expected non-interaction effect. (1) Drug 1: C1=NC2=C(N1)C(=S)N=CN2. Synergy scores: CSS=25.8, Synergy_ZIP=3.71, Synergy_Bliss=3.58, Synergy_Loewe=-23.3, Synergy_HSA=-0.286. Cell line: OVCAR3. Drug 2: CN(C(=O)NC(C=O)C(C(C(CO)O)O)O)N=O. (2) Drug 1: CC1=C2C(C(=O)C3(C(CC4C(C3C(C(C2(C)C)(CC1OC(=O)C(C(C5=CC=CC=C5)NC(=O)OC(C)(C)C)O)O)OC(=O)C6=CC=CC=C6)(CO4)OC(=O)C)OC)C)OC. Drug 2: CNC(=O)C1=NC=CC(=C1)OC2=CC=C(C=C2)NC(=O)NC3=CC(=C(C=C3)Cl)C(F)(F)F. Cell line: HS 578T. Synergy scores: CSS=60.7, Synergy_ZIP=-1.58, Synergy_Bliss=-0.107, Synergy_Loewe=-8.24, Synergy_HSA=1.74. (3) Drug 1: C1=CC(=CC=C1CCCC(=O)O)N(CCCl)CCCl. Drug 2: C1=NC(=NC(=O)N1C2C(C(C(O2)CO)O)O)N. Cell line: SW-620. Synergy scores: CSS=26.4, Synergy_ZIP=-8.87, Synergy_Bliss=-2.50, Synergy_Loewe=-1.53, Synergy_HSA=-0.489. (4) Drug 1: C1C(C(OC1N2C=NC3=C(N=C(N=C32)Cl)N)CO)O. Drug 2: CC1=C(C(=CC=C1)Cl)NC(=O)C2=CN=C(S2)NC3=CC(=NC(=N3)C)N4CCN(CC4)CCO. Cell line: A549. Synergy scores: CSS=42.5, Synergy_ZIP=-3.41, Synergy_Bliss=3.72, Synergy_Loewe=0.456, Synergy_HSA=3.33.